This data is from Reaction yield outcomes from USPTO patents with 853,638 reactions. The task is: Predict the reaction yield, written as a fraction of the theoretical maximum amount of product (1.0 means a 100% yield; for example, 0.34 means a 34% yield). (1) The reactants are [NH:1]1[C:9]2[C:4](=[CH:5][CH:6]=[CH:7][C:8]=2[CH2:10][CH2:11][C:12]2[CH:21]=[CH:20][C:15]([C:16]([O:18][CH3:19])=[O:17])=[CH:14][CH:13]=2)[CH2:3][CH2:2]1.BrC1C=CC=C2C=1N([C:32](=[O:42])[CH2:33][C:34]1[CH:39]=[CH:38][CH:37]=[C:36]([O:40][CH3:41])[CH:35]=1)CC2.C(C1C=CC(C(OC)=O)=CC=1)=C. No catalyst specified. The product is [CH3:41][O:40][C:36]1[CH:35]=[C:34]([CH2:33][C:32]([N:1]2[C:9]3[C:4](=[CH:5][CH:6]=[CH:7][C:8]=3[CH2:10][CH2:11][C:12]3[CH:21]=[CH:20][C:15]([C:16]([O:18][CH3:19])=[O:17])=[CH:14][CH:13]=3)[CH2:3][CH2:2]2)=[O:42])[CH:39]=[CH:38][CH:37]=1. The yield is 0.120. (2) The product is [Cl:1][C:2]1[CH:7]=[CH:6][CH:5]=[CH:4][C:3]=1[C@H:8]([NH:11][C:12]([C:14]1[CH:15]=[C:16]2[C:20](=[CH:21][CH:22]=1)[NH:19][N:18]=[C:17]2[C:38]1[CH:39]=[CH:40][C:35]([O:34][CH:31]2[CH2:30][CH2:29][N:28]([CH:26]3[CH2:27][O:24][CH2:25]3)[CH2:33][CH2:32]2)=[CH:36][CH:37]=1)=[O:13])[CH2:9][CH3:10]. The yield is 0.390. The reactants are [Cl:1][C:2]1[CH:7]=[CH:6][CH:5]=[CH:4][C:3]=1[C@H:8]([NH:11][C:12]([C:14]1[CH:15]=[C:16]2[C:20](=[CH:21][CH:22]=1)[NH:19][N:18]=[C:17]2I)=[O:13])[CH2:9][CH3:10].[O:24]1[CH2:27][CH:26]([N:28]2[CH2:33][CH2:32][CH:31]([O:34][C:35]3[CH:40]=[CH:39][C:38](B4OC(C)(C)C(C)(C)O4)=[CH:37][CH:36]=3)[CH2:30][CH2:29]2)[CH2:25]1. No catalyst specified. (3) The catalyst is C1COCC1. The yield is 0.990. The product is [CH3:15][O:14][C:7]1[CH:8]=[C:9]2[C:4](=[CH:5][CH:6]=1)[N:3]=[C:2]([NH:19][CH2:16][CH2:17][CH3:18])[C:11]([CH:12]=[O:13])=[CH:10]2. The reactants are Cl[C:2]1[C:11]([CH:12]=[O:13])=[CH:10][C:9]2[C:4](=[CH:5][CH:6]=[C:7]([O:14][CH3:15])[CH:8]=2)[N:3]=1.[CH2:16]([NH2:19])[CH2:17][CH3:18]. (4) The yield is 0.510. The reactants are [CH3:1][O:2][C:3]1[CH:4]=[C:5]([C:11]2[CH:21]=[N:20][C:14]3[N:15]=[C:16]([NH2:19])[N:17]=[CH:18][C:13]=3[CH:12]=2)[CH:6]=[C:7]([O:9][CH3:10])[CH:8]=1.[H-].[Na+].F[C:25]1[C:30]([N+:31]([O-:33])=[O:32])=[CH:29][CH:28]=[CH:27][C:26]=1[CH3:34]. The catalyst is C1COCC1. The product is [CH3:1][O:2][C:3]1[CH:4]=[C:5]([C:11]2[CH:21]=[N:20][C:14]3[N:15]=[C:16]([NH:19][C:25]4[C:30]([N+:31]([O-:33])=[O:32])=[CH:29][CH:28]=[CH:27][C:26]=4[CH3:34])[N:17]=[CH:18][C:13]=3[CH:12]=2)[CH:6]=[C:7]([O:9][CH3:10])[CH:8]=1. (5) The yield is 0.950. The product is [F:14][C:10]1[C:11]([O:16][CH3:15])=[CH:12][C:5]([O:2][CH3:1])=[C:6]([CH:9]=1)[C:7]#[N:8]. No catalyst specified. The reactants are [CH3:1][O-:2].[Na+].F[C:5]1[CH:12]=[C:11](F)[C:10]([F:14])=[CH:9][C:6]=1[C:7]#[N:8].[CH3:15][OH:16]. (6) The reactants are FC(F)(F)S(O[C:7]1[C:15]2[CH2:14][CH2:13][N:12](C(OC(C)(C)C)=O)[CH2:11][C:10]=2[NH:9][N:8]=1)(=O)=O.[H-].[Na+].C[Si](C)(C)[CH2:29][CH2:30]OCCl.O. The catalyst is C1COCC1. The product is [C:30]1([C:7]2[C:15]3[CH2:14][CH2:13][NH:12][CH2:11][C:10]=3[NH:9][N:8]=2)[CH:29]=[CH:14][CH:15]=[CH:10][CH:11]=1. The yield is 0.210. (7) The reactants are [CH3:1][O:2][C:3]([C:5]1[CH:10]=[C:9](S(C)(=O)=O)[N:8]=[C:7]([Cl:15])[N:6]=1)=[O:4].[NH3:16]. The catalyst is O1CCOCC1.CO. The product is [CH3:1][O:2][C:3]([C:5]1[CH:10]=[C:9]([NH2:16])[N:8]=[C:7]([Cl:15])[N:6]=1)=[O:4]. The yield is 0.850. (8) The reactants are [CH3:1][O:2][C:3]1[CH:4]=[C:5]([C:19]2[CH:20]=[C:21]3[C:27]([C:28]4[CH:33]=[CH:32][CH:31]=[CH:30][C:29]=4[O:34][CH3:35])=[CH:26][NH:25][C:22]3=[N:23][CH:24]=2)[CH:6]=[CH:7][C:8]=1[O:9]CC1C=CC(OC)=CC=1.C1(S)C=CC=CC=1.FC(F)(F)C(O)=O.C(=O)(O)[O-].[Na+]. The catalyst is C(OCC)(=O)C.C(Cl)Cl. The product is [CH3:1][O:2][C:3]1[CH:4]=[C:5]([C:19]2[CH:20]=[C:21]3[C:27]([C:28]4[CH:33]=[CH:32][CH:31]=[CH:30][C:29]=4[O:34][CH3:35])=[CH:26][NH:25][C:22]3=[N:23][CH:24]=2)[CH:6]=[CH:7][C:8]=1[OH:9]. The yield is 0.860. (9) The reactants are [OH:1][C@H:2]1[CH2:19][CH2:18][C@@:17]2([CH3:20])[C@@H:4]([CH2:5][CH2:6][C@:7]3([CH3:46])[C@@H:16]2[CH2:15][CH2:14][C@H:13]2[C@@:8]3([CH3:45])[CH2:9][CH2:10][C@@:11]3([C:27]([NH:29][C@@H:30]4[CH2:33][C@H:32]([C:34]5[O:35][C:36]([CH2:39][CH:40]([CH3:42])[CH3:41])=[N:37][N:38]=5)[C:31]4([CH3:44])[CH3:43])=[O:28])[CH2:23][CH2:22][C@@H:21]([C:24]([CH3:26])=[CH2:25])[C@@H:12]32)[C:3]1([CH3:48])[CH3:47].[CH3:49][C:50]1([CH3:57])[CH2:55][C:54](=[O:56])[O:53][C:51]1=[O:52]. The catalyst is C1(C)C=CC=CC=1.CN(C1C=CN=CC=1)C.ClCCl. The product is [CH2:39]([C:36]1[O:35][C:34]([C@H:32]2[CH2:33][C@@H:30]([NH:29][C:27]([C@:11]34[CH2:23][CH2:22][C@@H:21]([C:24]([CH3:26])=[CH2:25])[C@@H:12]3[C@@H:13]3[C@@:8]([CH3:45])([CH2:9][CH2:10]4)[C@@:7]4([CH3:46])[C@@H:16]([C@:17]5([CH3:20])[C@@H:4]([CH2:5][CH2:6]4)[C:3]([CH3:47])([CH3:48])[C@@H:2]([O:1][C:54](=[O:56])[CH2:55][C:50]([CH3:57])([CH3:49])[C:51]([OH:53])=[O:52])[CH2:19][CH2:18]5)[CH2:15][CH2:14]3)=[O:28])[C:31]2([CH3:44])[CH3:43])=[N:38][N:37]=1)[CH:40]([CH3:41])[CH3:42]. The yield is 0.300. (10) The reactants are [Br:1][C:2]1[CH:3]=[CH:4][C:5]([CH3:9])=[C:6]([CH:8]=1)[NH2:7].[CH2:10]([CH2:14][C:15](=O)[CH3:16])[C:11]([CH3:13])=O. The catalyst is CCO.Cl. The product is [Br:1][C:2]1[CH:3]=[CH:4][C:5]([CH3:9])=[C:6]([N:7]2[C:15]([CH3:16])=[CH:14][CH:10]=[C:11]2[CH3:13])[CH:8]=1. The yield is 0.600.